The task is: Predict the reactants needed to synthesize the given product.. This data is from Full USPTO retrosynthesis dataset with 1.9M reactions from patents (1976-2016). The reactants are: C(OC(N1CC[C@@H](SC(C2C=CC=CC=2)(C2C=CC=CC=2)C2C=CC=CC=2)[C@H]1[C:33]1([CH:41]=[CH:40][CH:39]=[CH:38][CH2:37]1)[C:34]([O-:36])=[O:35])=O)(C)(C)C.[OH-].[Na+]. Given the product [C:34]([OH:36])(=[O:35])[C:33]1[CH:41]=[CH:40][CH:39]=[CH:38][CH:37]=1, predict the reactants needed to synthesize it.